Dataset: Forward reaction prediction with 1.9M reactions from USPTO patents (1976-2016). Task: Predict the product of the given reaction. (1) Given the reactants Br[C:2]1[CH:11]=[C:10]2[C:5]([C:6](=[O:26])[C:7]3[C:17](=[O:18])[N:16](C(OC(C)(C)C)=O)[S:15][C:8]=3[N:9]2[CH:12]2[CH2:14][CH2:13]2)=[CH:4][C:3]=1[F:27].C(OC([C:33]1[C:42](=O)[C:41]2[C:36](=[CH:37]C(Br)=C(F)C=2)[N:35](C2CC2)[C:34]=1SC)=O)C.[C:51]([O-])(O)=O.[Na+], predict the reaction product. The product is: [CH:12]1([N:9]2[C:10]3[C:5](=[CH:4][C:3]([F:27])=[C:2]([C:42]4[CH:33]=[C:34]([CH3:51])[N:35]=[C:36]([CH3:37])[CH:41]=4)[CH:11]=3)[C:6](=[O:26])[C:7]3[C:17](=[O:18])[NH:16][S:15][C:8]2=3)[CH2:14][CH2:13]1. (2) The product is: [I:1][C:2]1[N:3]([CH2:12][CH2:13][N:14]2[CH2:18][CH2:17][CH2:16][CH2:15]2)[C:4]([I:8])=[C:5]([I:7])[N:6]=1. Given the reactants [I:1][C:2]1[NH:3][C:4]([I:8])=[C:5]([I:7])[N:6]=1.[H-].[Na+].I[CH2:12][CH2:13][N:14]1[CH2:18][CH2:17][CH2:16][CH2:15]1.I, predict the reaction product.